From a dataset of Catalyst prediction with 721,799 reactions and 888 catalyst types from USPTO. Predict which catalyst facilitates the given reaction. (1) Reactant: [C:1]([O:5][C:6]([N:8]1[CH2:13][CH2:12][CH2:11][C@H:10]([OH:14])[C@@H:9]1[OH:15])=[O:7])([CH3:4])([CH3:3])[CH3:2].[OH-].[Na+].Br[CH:19](Br)[CH3:20]. Product: [C:1]([O:5][C:6]([N:8]1[CH2:13][CH2:12][CH2:11][CH:10]2[O:14][CH2:19][CH2:20][O:15][CH:9]12)=[O:7])([CH3:4])([CH3:2])[CH3:3]. The catalyst class is: 568. (2) Reactant: Cl.[CH2:2]=[C:3]1[C:8](=[O:9])[CH:7]2[CH2:10][CH2:11][N:4]1[CH2:5][CH2:6]2.O.C([N:15]([CH2:18][CH3:19])[CH2:16][CH3:17])C. Product: [CH2:3]([N:4]([CH2:2][CH:3]1[C:8](=[O:9])[CH:7]2[CH2:10][CH2:11][N:4]1[CH2:5][CH2:6]2)[CH2:5][C:6]1[CH:17]=[CH:16][N:15]=[CH:18][CH:19]=1)[CH3:2]. The catalyst class is: 689. (3) Reactant: [CH:1]1([N:4]([CH2:6][C:7]2[CH:12]=[CH:11][C:10]([CH3:13])=[C:9]([C:14]#[CH:15])[CH:8]=2)[CH3:5])[CH2:3][CH2:2]1.[CH2:16]([O:18][C:19](=[O:48])/[C:20](/C)=[CH:21]/[C:22]1[CH:27]=[CH:26][C:25](C#CC2C=C(C3CC3)C3OC4(CC4)C(C)=C(C)C=3C=2)=[CH:24][CH:23]=1)[CH3:17].C(N(CC)CC)C.C(OCC)(=O)C. Product: [CH2:16]([O:18][C:19](=[O:48])/[CH:20]=[CH:21]/[C:22]1[CH:27]=[CH:26][C:25]([C:15]#[C:14][C:9]2[CH:8]=[C:7]([CH2:6][N:4]([CH:1]3[CH2:3][CH2:2]3)[CH3:5])[CH:12]=[CH:11][C:10]=2[CH3:13])=[CH:24][CH:23]=1)[CH3:17]. The catalyst class is: 730. (4) Reactant: Cl.[N:2]1([CH2:7][C@@H:8]2[CH2:12][CH2:11][CH2:10][N:9]2[C:13]([C:15]2[CH:16]=[C:17]3[C:21](=[CH:22][CH:23]=2)[NH:20][C:19]([C:24]([OH:26])=O)=[CH:18]3)=[O:14])[CH2:6][CH2:5][CH2:4][CH2:3]1.F[B-](F)(F)F.N1(OC(N(C)C)=[N+](C)C)C2C=CC=CC=2N=N1.[F:49][C:50]1([F:56])[CH2:55][CH2:54][NH:53][CH2:52][CH2:51]1.C(N(CC)C(C)C)(C)C. Product: [F:49][C:50]1([F:56])[CH2:55][CH2:54][N:53]([C:24]([C:19]2[NH:20][C:21]3[C:17]([CH:18]=2)=[CH:16][C:15]([C:13]([N:9]2[CH2:10][CH2:11][CH2:12][C@H:8]2[CH2:7][N:2]2[CH2:3][CH2:4][CH2:5][CH2:6]2)=[O:14])=[CH:23][CH:22]=3)=[O:26])[CH2:52][CH2:51]1. The catalyst class is: 9. (5) Reactant: [NH4+:1].[Cl-].C[Al](C)C.[Cl:7][C:8]1[CH:13]=[CH:12][C:11]([C:14]2([CH2:19][C:20]#[N:21])[CH2:18][CH2:17][CH2:16][CH2:15]2)=[CH:10][CH:9]=1. Product: [ClH:7].[C:11]1([C:14]2([CH2:19][C:20]([NH2:21])=[NH:1])[CH2:18][CH2:17][CH2:16][CH2:15]2)[CH:12]=[CH:13][CH:8]=[CH:9][CH:10]=1. The catalyst class is: 11.